Task: Regression. Given two drug SMILES strings and cell line genomic features, predict the synergy score measuring deviation from expected non-interaction effect.. Dataset: NCI-60 drug combinations with 297,098 pairs across 59 cell lines (1) Drug 1: CC1OCC2C(O1)C(C(C(O2)OC3C4COC(=O)C4C(C5=CC6=C(C=C35)OCO6)C7=CC(=C(C(=C7)OC)O)OC)O)O. Drug 2: CC=C1C(=O)NC(C(=O)OC2CC(=O)NC(C(=O)NC(CSSCCC=C2)C(=O)N1)C(C)C)C(C)C. Cell line: MALME-3M. Synergy scores: CSS=76.8, Synergy_ZIP=12.5, Synergy_Bliss=14.4, Synergy_Loewe=-9.87, Synergy_HSA=17.7. (2) Drug 1: C1CCC(CC1)NC(=O)N(CCCl)N=O. Drug 2: CN(C(=O)NC(C=O)C(C(C(CO)O)O)O)N=O. Cell line: UO-31. Synergy scores: CSS=11.1, Synergy_ZIP=-2.10, Synergy_Bliss=3.96, Synergy_Loewe=0.331, Synergy_HSA=4.65. (3) Synergy scores: CSS=64.9, Synergy_ZIP=-1.05, Synergy_Bliss=-3.91, Synergy_Loewe=-18.1, Synergy_HSA=-0.899. Cell line: NCIH23. Drug 1: CC1C(C(CC(O1)OC2CC(CC3=C2C(=C4C(=C3O)C(=O)C5=C(C4=O)C(=CC=C5)OC)O)(C(=O)C)O)N)O.Cl. Drug 2: CC=C1C(=O)NC(C(=O)OC2CC(=O)NC(C(=O)NC(CSSCCC=C2)C(=O)N1)C(C)C)C(C)C. (4) Drug 1: CC1=C(C(=O)C2=C(C1=O)N3CC4C(C3(C2COC(=O)N)OC)N4)N. Drug 2: CC12CCC3C(C1CCC2OP(=O)(O)O)CCC4=C3C=CC(=C4)OC(=O)N(CCCl)CCCl.[Na+]. Cell line: ACHN. Synergy scores: CSS=23.2, Synergy_ZIP=-2.85, Synergy_Bliss=-3.07, Synergy_Loewe=-25.2, Synergy_HSA=-5.00. (5) Drug 1: C1CN1P(=S)(N2CC2)N3CC3. Drug 2: C1CN(CCN1C(=O)CCBr)C(=O)CCBr. Cell line: UACC62. Synergy scores: CSS=23.1, Synergy_ZIP=-7.73, Synergy_Bliss=3.00, Synergy_Loewe=-2.51, Synergy_HSA=4.31.